The task is: Regression. Given a target protein amino acid sequence and a drug SMILES string, predict the binding affinity score between them. We predict pIC50 (pIC50 = -log10(IC50 in M); higher means more potent). Dataset: bindingdb_ic50.. This data is from Drug-target binding data from BindingDB using IC50 measurements. (1) The compound is Cc1cncc2cccc(S(=O)(=O)N3CCCNC[C@@H]3C)c12. The target protein sequence is MGNAAAAKKGSEQESVKEFLAKAKEDFLKKWENPAQNTAHLDQFERIKTLGTGSFGRVMLVKHMETGNHYAMKILDKQKVVKLKQIEHTLNEKRILQAVNFPFLVKLEFSFKDNSNLYMVMEYMPGGEMFSHLRRIGRFSEPHARFYAAQIVLTFEYLHSLDLIYRDLKPENLLIDQQGYIKVADFGFAKRVKGRTWTLCGTPEYLAPEIILSKGYNKAVDWWALGVLIYEMAAGYPPFFADQPIQIYEKIVSGKVRFPSHFSSDLKDLLRNLLQVDLTKRFGNLKNGVNDIKNHKWFATTDWIAIYQRKVEAPFIPKFKGPGDTSNFDDYEEEEIRVSINEKCGKEFSEF. The pIC50 is 6.7. (2) The small molecule is COC(=O)CC1c2ccc(Cl)cc2NC(=O)C1C(=O)c1ccccc1. The target protein (P35439) has sequence MSTMHLLTFALLFSCSFARAACDPKIVNIGAVLSTRKHEQMFREAVNQANKRHGSWKIQLNATSVTHKPNAIQMALSVCEDLISSQVYAILVSHPPTPNDHFTPTPVSYTAGFYRIPVLGLTTRMSIYSDKSIHLSFLRTVPPYSHQSSVWFEMMRVYNWNHIILLVSDDHEGRAAQKRLETLLEERESKAEKVLQFDPGTKNVTALLMEARELEARVIILSASEDDAATVYRAAAMLNMTGSGYVWLVGEREISGNALRYAPDGIIGLQLINGKNESAHISDAVGVVAQAVHELLEKENITDPPRGCVGNTNIWKTGPLFKRVLMSSKYADGVTGRVEFNEDGDRKFANYSIMNLQNRKLVQVGIYNGTHVIPNDRKIIWPGGETEKPRGYQMSTRLKIVTIHQEPFVYVKPTMSDGTCKEEFTVNGDPVKKVICTGPNDTSPGSPRHTVPQCCYGFCIDLLIKLARTMNFTYEVHLVADGKFGTQERVNNSNKKEWNG.... The pIC50 is 4.0. (3) The small molecule is Cc1nc(-c2ccccc2C(=O)N2C[C@H](Oc3cc(C#N)ccn3)CC[C@H]2C)no1. The target protein (P56719) has sequence MSSTKLEDSLPRRNWSSASELNETQEPFLNPTDYDDEEFLRYLWREYLHPKEYEWVLIAGYIIVFVVALIGNVLVCVAVWKNHHMRTVTNYFIVNLSLADVLVTITCLPATLVVDITETWFFGQSLCKVIPYLQTVSVSVSVLTLSCIALDRWYAICHPLMFKSTAKRARNSIVVIWIVSCIIMIPQAIVMERSSMLPGLANKTTLFTVCDERWGGEVYPKMYHICFFLVTYMAPLCLMVLAYLQIFRKLWCRQIPGTSSVVQRKWKQPQPVSQPRGSGQQSKARISAVAAEIKQIRARRKTARMLMVVLLVFAICYLPISILNVLKRVFGMFTHTEDRETVYAWFTFSHWLVYANSAANPIIYNFLSGKFREEFKAAFSCCLGVHRRQGDRLARGRTSTESRKSLTTQISNFDNVSKLSEHVALTSISTLPAANGAGPLQNWYLQQGVPSSLLSTWLEV. The pIC50 is 7.7. (4) The drug is N#Cc1cccc(C[C@H](O)CC[C@H]2CCC(=O)N2CCCCCCC(=O)O)c1. The target protein (P43114) has sequence MSIPGVNASFSSTPERLNSPVTIPAVMFIFGVVGNLVAIVVLCKSRKEQKETTFYTLVCGLAVTDLLGTLLVSPVTIATYMKGQWPGDQALCDYSTFILLFFGLSGLSIICAMSIERYLAINHAYFYSHYVDKRLAGLTLFAVYASNVLFCALPNMGLGRSERQYPGTWCFIDWTTNVTAYAAFSYMYAGFSSFLILATVLCNVLVCGALLRMLRQFMRRTSLGTEQHHAAAAAAVASVACRGHAAASPALQRLSDFRRRRSFRRIAGAEIQMVILLIATSLVVLICSIPLVVRVFINQLYQPSVVKDISRNPDLQAIRIASVNPILDPWIYILLRKTVLSKAIEKIKCLFCRIGGSGRDGSAQHCSESRRTSSAMSGHSRSFLSRELREISSTSHTLLYLPDLTESSLGGKNLLPGTHGMGLTQADTTSLRTLRISETSDSSQGQDSESVLLVDEVSGSQREEPASKGNSLQVTFPSETLKLSEKCI. The pIC50 is 6.4. (5) The small molecule is CCCCOc1ccc(-c2nc3sc4c(c3c(=O)[nH]2)CCCC4)cc1. The target protein (P38936) has sequence MSEPAGDVRQNPCGSKACRRLFGPVDSEQLSRDCDALMAGCIQEARERWNFDFVTETPLEGDFAWERVRGLGLPKLYLPTGPRRGRDELGGGRRPGTSPALLQGTAEEDHVDLSLSCTLVPRSGEQAEGSPGGPGDSQGRKRRQTSMTDFYHSKRRLIFSKRKP. The pIC50 is 4.7. (6) The compound is CN(C)C(=O)[C@@H]([C@H]1CC[C@@H](c2ccc3ncnn3c2)CC1)[C@H](N)C(=O)N1CCC(F)(F)C1. The target protein (Q6V1X1) has sequence MWKRSEQMKIKSGKCNMAAAMETEQLGVEIFETADCEENIESQDRPKLEPFYVERYSWSQLKKLLADTRKYHGYMMAKAPHDFMFVKRNDPDGPHSDRIYYLAMSGENRENTLFYSEIPKTINRAAVLMLSWKPLLDLFQATLDYGMYSREEELLRERKRIGTVGIASYDYHQGSGTFLFQAGSGIYHVKDGGPQGFTQQPLRPNLVETSCPNIRMDPKLCPADPDWIAFIHSNDIWISNIVTREERRLTYVHNELANMEEDARSAGVATFVLQEEFDRYSGYWWCPKAETTPSGGKILRILYEENDESEVEIIHVTSPMLETRRADSFRYPKTGTANPKVTFKMSEIMIDAEGRIIDVIDKELIQPFEILFEGVEYIARAGWTPEGKYAWSILLDRSQTRLQIVLISPELFIPVEDDVMERQRLIESVPDSVTPLIIYEETTDIWINIHDIFHVFPQSHEEEIEFIFASECKTGFRHLYKITSILKESKYKRSSGGLPA.... The pIC50 is 4.0. (7) The compound is CC1(C)CC=C(c2cc(C3(O)CCOCC3)ccc2NC(=O)c2ncc(C#N)[nH]2)CC1. The target protein (P09581) has sequence MELGPPLVLLLATVWHGQGAPVIEPSGPELVVEPGETVTLRCVSNGSVEWDGPISPYWTLDPESPGSTLTTRNATFKNTGTYRCTELEDPMAGSTTIHLYVKDPAHSWNLLAQEVTVVEGQEAVLPCLITDPALKDSVSLMREGGRQVLRKTVYFFSPWRGFIIRKAKVLDSNTYVCKTMVNGRESTSTGIWLKVNRVHPEPPQIKLEPSKLVRIRGEAAQIVCSATNAEVGFNVILKRGDTKLEIPLNSDFQDNYYKKVRALSLNAVDFQDAGIYSCVASNDVGTRTATMNFQVVESAYLNLTSEQSLLQEVSVGDSLILTVHADAYPSIQHYNWTYLGPFFEDQRKLEFITQRAIYRYTFKLFLNRVKASEAGQYFLMAQNKAGWNNLTFELTLRYPPEVSVTWMPVNGSDVLFCDVSGYPQPSVTWMECRGHTDRCDEAQALQVWNDTHPEVLSQKPFDKVIIQSQLPIGTLKHNMTYFCKTHNSVGNSSQYFRAVS.... The pIC50 is 9.1. (8) The small molecule is S=c1[nH]ccn1Cc1c(Cl)cccc1Cl. The target protein (Q05754) has sequence MQPHLSHQPCWSLPSPSVREAASMYGTAVAIFLVILVAALQGSEPPESPFPYHIPLDPEGTLELSWNVSYDQEIIHFQLQVQGPRAGVLFGMSDRGEMENADLVMLWTDGDRTYFADAWSDQKGQIHLDTHQDYQLLQAQRVSNSLSLLFKRPFVTCDPKDYVIEDDTVHLVYGILEEPFQSLEAINTSGLHTGLQQVQLLKPEVSTPAMPADVQTMDIRAPDVLIPSTETTYWCYITELPLHFPRHHIIMYEAIVTEGNEALVHHMEVFQCTNESEAFPMFNGPCDSKMKPDRLNYCRHVLAAWALGAKAFYYPEEAGVPLGSSGSSRFLRLEVHYHNPRNIQGRRDSSGIRLHYTASLRPNEAGIMELGLVYTPLMAIPPQETTFVLTGYCTDRCTQMALPKSGIRIFASQLHTHLTGRKVITVLARDGQQREVVNRDNHYSPHFQEIRMLKNAVTVHQGDVLITSCTYNTENRTMATVGGFGILEEMCVNYVHYYPK.... The pIC50 is 3.1. (9) The drug is CCCCCCCCCc1c(O)cc(O)c2c1OC(c1ccc(O)cc1)CC2=O. The pIC50 is 6.4. The target protein (P03372) has sequence MTMTLHTKASGMALLHQIQGNELEPLNRPQLKIPLERPLGEVYLDSSKPAVYNYPEGAAYEFNAAAAANAQVYGQTGLPYGPGSEAAAFGSNGLGGFPPLNSVSPSPLMLLHPPPQLSPFLQPHGQQVPYYLENEPSGYTVREAGPPAFYRPNSDNRRQGGRERLASTNDKGSMAMESAKETRYCAVCNDYASGYHYGVWSCEGCKAFFKRSIQGHNDYMCPATNQCTIDKNRRKSCQACRLRKCYEVGMMKGGIRKDRRGGRMLKHKRQRDDGEGRGEVGSAGDMRAANLWPSPLMIKRSKKNSLALSLTADQMVSALLDAEPPILYSEYDPTRPFSEASMMGLLTNLADRELVHMINWAKRVPGFVDLTLHDQVHLLECAWLEILMIGLVWRSMEHPGKLLFAPNLLLDRNQGKCVEGMVEIFDMLLATSSRFRMMNLQGEEFVCLKSIILLNSGVYTFLSSTLKSLEEKDHIHRVLDKITDTLIHLMAKAGLTLQQQ.... (10) The drug is Cc1c2oc3c(C)ccc(C(=O)N[C@@H]4C(=O)N[C@H](Cc5ccc(O)cc5)C(=O)N5CCC[C@H]5C(=O)N(C)CC(=O)N[C@@H](C(C)C)C(=O)O[C@@H]4C)c3nc-2c(C(=O)N[C@@H]2C(=O)N[C@H](Cc3ccc(O)cc3)C(=O)N3CCC[C@H]3C(=O)N(C)CC(=O)N[C@@H](C(C)C)C(=O)O[C@@H]2C)c(N)c1=O. The target protein (Q60631) has sequence MEAIAKYDFKATADDELSFKRGDILKVLNEECDQNWYKAELNGKDGFIPKNYIEMKPHPWFFGKIPRAKAEEMLSKQRHDGAFLIRESESAPGDFSLSVKFGNDVQHFKVLRDGAGKYFLWVVKFNSLNELVDYHRSTSVSRNQQIFLRDIEQMPQQPTYVQALFDFDPQEDGELGFRRGDFIHVMDNSDPNWWKGACHGQTGMFPRNYVTPVNRNV. The pIC50 is 6.3.